Dataset: Forward reaction prediction with 1.9M reactions from USPTO patents (1976-2016). Task: Predict the product of the given reaction. Given the reactants [CH3:1][NH:2][C:3]1[CH:8]=[CH:7][C:6]([N+:9]([O-:11])=[O:10])=[CH:5][CH:4]=1.[C:12](O[C:12]([O:14][C:15]([CH3:18])([CH3:17])[CH3:16])=[O:13])([O:14][C:15]([CH3:18])([CH3:17])[CH3:16])=[O:13].C(OCC)(=O)C, predict the reaction product. The product is: [CH3:1][N:2]([C:3]1[CH:4]=[CH:5][C:6]([N+:9]([O-:11])=[O:10])=[CH:7][CH:8]=1)[C:12](=[O:13])[O:14][C:15]([CH3:18])([CH3:17])[CH3:16].